From a dataset of Forward reaction prediction with 1.9M reactions from USPTO patents (1976-2016). Predict the product of the given reaction. (1) Given the reactants BrC1C=NC=C([O:8][CH2:9][C@@H:10]2[CH2:14][CH2:13][CH2:12][N:11]2[CH3:15])C=1.[CH:33]1[CH:34]=[CH:29]C(P([C:29]2[CH:34]=[CH:33][CH:32]=[CH:31]C=2)[C:33]2[CH:34]=[CH:29]C=[CH:31][CH:32]=2)=[CH:31][CH:32]=1.[C:35]([Si:37]([CH3:40])([CH3:39])[CH3:38])#[CH:36].[NH4+:41].[Cl-], predict the reaction product. The product is: [CH3:15][N:11]1[CH2:12][CH2:13][CH2:14][C@H:10]1[CH2:9][O:8][C:29]1[CH:34]=[CH:33][C:32]([C:36]#[C:35][Si:37]([CH3:40])([CH3:39])[CH3:38])=[CH:31][N:41]=1. (2) Given the reactants [Cl:1][C:2]1[CH:3]=[C:4]2[C:9](=[CH:10][CH:11]=1)[N:8]=[C:7](N)[N:6]=[CH:5]2.C(O[N+]([O-])=O)(C)(C)C.C([O-])(O)=O.[Na+].[Cl:26]CCCl, predict the reaction product. The product is: [Cl:26][C:7]1[N:6]=[CH:5][C:4]2[C:9](=[CH:10][CH:11]=[C:2]([Cl:1])[CH:3]=2)[N:8]=1.